Dataset: Forward reaction prediction with 1.9M reactions from USPTO patents (1976-2016). Task: Predict the product of the given reaction. (1) Given the reactants [F:1][C:2]1[CH:7]=[CH:6][CH:5]=[CH:4][C:3]=1[C:8]1[N:16]=[C:11]2[CH:12]=[N:13][NH:14][CH:15]=[C:10]2[N:9]=1.[Br:17][C:18]1[CH:19]=[CH:20][C:21]([C:24]2[CH:28]=[C:27]([CH2:29]Cl)[O:26][N:25]=2)=[N:22][CH:23]=1, predict the reaction product. The product is: [Br:17][C:18]1[CH:19]=[CH:20][C:21]([C:24]2[CH:28]=[C:27]([CH2:29][N:13]3[CH:12]=[C:11]4[N:16]=[C:8]([C:3]5[CH:4]=[CH:5][CH:6]=[CH:7][C:2]=5[F:1])[N:9]=[C:10]4[CH:15]=[N:14]3)[O:26][N:25]=2)=[N:22][CH:23]=1. (2) Given the reactants Cl[C:2]1[C:11]2[C:6](=[CH:7][C:8]([O:14][CH2:15][C:16]3[CH:21]=[CH:20][CH:19]=[CH:18][CH:17]=3)=[C:9]([O:12][CH3:13])[CH:10]=2)[N:5]=[CH:4][CH:3]=1.[CH3:22][O:23][C:24]([O:38][CH3:39])([CH3:37])[CH2:25][C:26]1[C:27]([F:36])=[C:28]([OH:35])[CH:29]=[CH:30][C:31]=1[N+:32]([O-:34])=[O:33], predict the reaction product. The product is: [CH2:15]([O:14][C:8]1[CH:7]=[C:6]2[C:11]([C:2]([O:35][C:28]3[CH:29]=[CH:30][C:31]([N+:32]([O-:34])=[O:33])=[C:26]([CH2:25][C:24]([O:23][CH3:22])([O:38][CH3:39])[CH3:37])[C:27]=3[F:36])=[CH:3][CH:4]=[N:5]2)=[CH:10][C:9]=1[O:12][CH3:13])[C:16]1[CH:21]=[CH:20][CH:19]=[CH:18][CH:17]=1. (3) Given the reactants [CH3:1][N:2]1[CH:7]2[CH2:8][CH2:9][CH2:10][CH:3]1[CH2:4][NH:5][CH2:6]2.[N+:11]([C:14]1[CH:19]=[CH:18][C:17]([C:20]2[O:24][C:23]([C:25]([Cl:27])=[O:26])=[CH:22][CH:21]=2)=[CH:16][CH:15]=1)([O-:13])=[O:12], predict the reaction product. The product is: [ClH:27].[CH3:1][N:2]1[CH:7]2[CH2:8][CH2:9][CH2:10][CH:3]1[CH2:4][N:5]([C:25]([C:23]1[O:24][C:20]([C:17]3[CH:16]=[CH:15][C:14]([N+:11]([O-:13])=[O:12])=[CH:19][CH:18]=3)=[CH:21][CH:22]=1)=[O:26])[CH2:6]2. (4) The product is: [CH2:19]([N:26]1[CH2:27][CH:28]([C:30]([N:14]([CH2:13][C:4]2[CH:3]=[C:2]([Cl:1])[C:7]3[O:8][CH2:9][CH2:10][CH2:11][O:12][C:6]=3[CH:5]=2)[CH2:15][CH:16]([CH3:17])[CH3:18])=[O:32])[CH2:29]1)[C:20]1[CH:21]=[CH:22][CH:23]=[CH:24][CH:25]=1. Given the reactants [Cl:1][C:2]1[C:7]2[O:8][CH2:9][CH2:10][CH2:11][O:12][C:6]=2[CH:5]=[C:4]([CH2:13][NH:14][CH2:15][CH:16]([CH3:18])[CH3:17])[CH:3]=1.[CH2:19]([N:26]1[CH2:29][CH:28]([C:30]([OH:32])=O)[CH2:27]1)[C:20]1[CH:25]=[CH:24][CH:23]=[CH:22][CH:21]=1.Cl.C(N=C=NCCCN(C)C)C.CC1C=CN=C(N)C=1C, predict the reaction product. (5) Given the reactants [N:1]1([C:7]([N:9]2[CH2:14][CH:13]([C:15]3[CH:20]=[CH:19][C:18]([O:21][C:22]([F:25])([F:24])[F:23])=[CH:17][CH:16]=3)[CH2:12][CH:11]([C:26]([OH:28])=O)[CH2:10]2)=[O:8])[CH2:6][CH2:5][O:4][CH2:3][CH2:2]1.O[N:30]=[C:31]([C:33]1[CH:37]=[C:36]([CH3:38])[O:35][N:34]=1)[NH2:32], predict the reaction product. The product is: [CH3:38][C:36]1[O:35][N:34]=[C:33]([C:31]2[N:32]=[C:26]([CH:11]3[CH2:12][CH:13]([C:15]4[CH:20]=[CH:19][C:18]([O:21][C:22]([F:25])([F:24])[F:23])=[CH:17][CH:16]=4)[CH2:14][N:9]([C:7]([N:1]4[CH2:6][CH2:5][O:4][CH2:3][CH2:2]4)=[O:8])[CH2:10]3)[O:28][N:30]=2)[CH:37]=1. (6) The product is: [OH:25][C:10]12[C:4]3[C:5](=[CH:6][CH:1]=[CH:2][CH:3]=3)[C:7](=[O:8])[C:9]1([OH:13])[C:18]1[CH:17]=[C:16]([O:15][CH3:14])[CH:21]=[CH:20][C:19]=1[O:11]2. Given the reactants [CH:1]1[CH:6]=[C:5]2[C:7]([C:9]([OH:13])(O)[C:10](=[O:11])[C:4]2=[CH:3][CH:2]=1)=[O:8].[CH3:14][O:15][C:16]1[CH:21]=[CH:20][C:19](O)=[CH:18][CH:17]=1.C(O)(=[O:25])C, predict the reaction product. (7) Given the reactants [Cl:1][C:2]1[CH:3]=[CH:4][C:5]2[NH:11][C:10](=S)[C@@H:9]([CH2:13][C:14]([O:16][CH2:17][CH3:18])=[O:15])[O:8][C@H:7]([C:19]3[CH:24]=[CH:23][CH:22]=[C:21]([O:25][CH3:26])[C:20]=3[Cl:27])[C:6]=2[CH:28]=1.O.[NH2:30][NH2:31].[F:32][C:33]([F:44])([F:43])[C:34](O[C:34](=O)[C:33]([F:44])([F:43])[F:32])=O.FC(F)(F)C(O)=O, predict the reaction product. The product is: [Cl:1][C:2]1[CH:3]=[CH:4][C:5]2[N:11]3[C:34]([C:33]([F:44])([F:43])[F:32])=[N:30][N:31]=[C:10]3[C@@H:9]([CH2:13][C:14]([O:16][CH2:17][CH3:18])=[O:15])[O:8][C@H:7]([C:19]3[CH:24]=[CH:23][CH:22]=[C:21]([O:25][CH3:26])[C:20]=3[Cl:27])[C:6]=2[CH:28]=1. (8) The product is: [C:19]([NH:18][C:10]1[O:11][C@H:12]([C:14]([F:17])([F:15])[F:16])[CH2:13][C@:8]([C:6]2[CH:7]=[C:2]([NH:1][C:30]([N:47]3[CH2:48][CH2:49][CH:44]([O:43][CH3:42])[CH2:45][CH2:46]3)=[O:31])[CH:3]=[CH:4][C:5]=2[F:28])([CH3:27])[N:9]=1)(=[O:26])[C:20]1[CH:21]=[CH:22][CH:23]=[CH:24][CH:25]=1. Given the reactants [NH2:1][C:2]1[CH:3]=[CH:4][C:5]([F:28])=[C:6]([C@:8]2([CH3:27])[CH2:13][C@@H:12]([C:14]([F:17])([F:16])[F:15])[O:11][C:10]([NH:18][C:19](=[O:26])[C:20]3[CH:25]=[CH:24][CH:23]=[CH:22][CH:21]=3)=[N:9]2)[CH:7]=1.Cl[C:30](OC1C=CC([N+]([O-])=O)=CC=1)=[O:31].[CH3:42][O:43][CH:44]1[CH2:49][CH2:48][NH:47][CH2:46][CH2:45]1, predict the reaction product. (9) Given the reactants [CH2:1]([O:3][C:4]1[CH:12]=[CH:11][C:7]([C:8]([OH:10])=O)=[CH:6][C:5]=1[CH3:13])[CH3:2].[CH3:14][O:15][C:16]1[CH:21]=[CH:20][C:19]([CH:22]([NH2:26])[CH2:23][CH2:24][CH3:25])=[CH:18][CH:17]=1, predict the reaction product. The product is: [CH2:1]([O:3][C:4]1[CH:12]=[CH:11][C:7]([C:8]([NH:26][CH:22]([C:19]2[CH:18]=[CH:17][C:16]([O:15][CH3:14])=[CH:21][CH:20]=2)[CH2:23][CH2:24][CH3:25])=[O:10])=[CH:6][C:5]=1[CH3:13])[CH3:2].